From a dataset of Forward reaction prediction with 1.9M reactions from USPTO patents (1976-2016). Predict the product of the given reaction. (1) Given the reactants [CH3:1][O:2][C:3](=[O:20])[C:4]1[CH:9]=[C:8](C#C[Si](C)(C)C)[C:7]([NH:16][C:17](=O)[CH3:18])=[N:6][CH:5]=1.[F-].C([N+](CCCC)(CCCC)CCCC)CCC, predict the reaction product. The product is: [CH3:1][O:2][C:3]([C:4]1[CH:9]=[C:8]2[CH:18]=[CH:17][NH:16][C:7]2=[N:6][CH:5]=1)=[O:20]. (2) Given the reactants [CH3:1][O:2][C:3]1[CH:12]=[C:11]2[C:6]([C:7]([CH3:36])=[CH:8][C:9](=[O:35])[N:10]2[CH2:13][CH2:14][N:15]2[CH2:20][CH2:19][CH:18]([NH:21][CH2:22][CH2:23][S:24][C:25]3[CH:34]=[CH:33][CH:32]=[CH:31][C:26]=3[C:27]([O:29]C)=[O:28])[CH2:17][CH2:16]2)=[CH:5][CH:4]=1.[OH-].[Na+], predict the reaction product. The product is: [CH3:1][O:2][C:3]1[CH:12]=[C:11]2[C:6]([C:7]([CH3:36])=[CH:8][C:9](=[O:35])[N:10]2[CH2:13][CH2:14][N:15]2[CH2:16][CH2:17][CH:18]([NH:21][CH2:22][CH2:23][S:24][C:25]3[CH:34]=[CH:33][CH:32]=[CH:31][C:26]=3[C:27]([OH:29])=[O:28])[CH2:19][CH2:20]2)=[CH:5][CH:4]=1. (3) Given the reactants N[C@@H:2]1[CH2:15][CH2:14][C@:13]2([O:16][CH3:17])[C@:4]34[CH2:20][CH2:19][N:18]([CH3:21])[C@@H:12]2[CH2:11][C:10]2[CH:9]=[CH:8][C:7]([OH:22])=[C:6]([O:23][C@@H:3]13)[C:5]4=2.[C:24]([O:28][C:29]([NH:31][C:32](=[N:35][C:36]([O:38][C:39]([CH3:42])([CH3:41])[CH3:40])=[O:37])SC)=[O:30])([CH3:27])([CH3:26])[CH3:25].C([N:45](C(C)C)C(C)C)C, predict the reaction product. The product is: [O:23]1[C@@H:3]2[C@@:4]34[CH2:20][CH2:19][N:18]([CH3:21])[C@@H:12]([C@:13]3([O:16][CH3:17])[CH2:14][CH2:15][C@H:2]2[N:35]([C:36]([O:38][C:39]([CH3:42])([CH3:41])[CH3:40])=[O:37])[C:32]([NH:31][C:29]([O:28][C:24]([CH3:27])([CH3:26])[CH3:25])=[O:30])=[NH:45])[CH2:11][C:10]2=[C:5]4[C:6]1=[C:7]([OH:22])[CH:8]=[CH:9]2. (4) Given the reactants [C:1]([O-:4])(=[O:3])[CH3:2].[C:5]([O-:8])(=[O:7])[CH3:6].[C:9]([O-:12])(=[O:11])[CH3:10].C([O-])(=O)C.[Pb+4:17].[Br:18][C:19]1[CH:20]=[CH:21][C:22]([Cl:28])=[C:23](B(O)O)[CH:24]=1.C(=O)([O-])[O-].[K+].[K+], predict the reaction product. The product is: [C:1]([O-:4])(=[O:3])[CH3:2].[C:5]([O-:8])(=[O:7])[CH3:6].[C:9]([O-:12])(=[O:11])[CH3:10].[Br:18][C:19]1[CH:20]=[CH:21][C:22]([Cl:28])=[C:23]([Pb+3:17])[CH:24]=1. (5) Given the reactants CO.[NH3:3].[Si:4]([O:21][CH2:22][C@@H:23]1[CH2:27][C@H:26]([N:28]2[C:32]3[N:33]=[CH:34][N:35]=[C:36](Cl)[C:31]=3[C:30]([I:38])=[CH:29]2)[CH2:25][N:24]1[C:39]([O:41][C:42]([CH3:45])([CH3:44])[CH3:43])=[O:40])([C:17]([CH3:20])([CH3:19])[CH3:18])([C:11]1[CH:16]=[CH:15][CH:14]=[CH:13][CH:12]=1)[C:5]1[CH:10]=[CH:9][CH:8]=[CH:7][CH:6]=1, predict the reaction product. The product is: [NH2:3][C:36]1[C:31]2[C:30]([I:38])=[CH:29][N:28]([C@@H:26]3[CH2:25][N:24]([C:39]([O:41][C:42]([CH3:45])([CH3:44])[CH3:43])=[O:40])[C@H:23]([CH2:22][O:21][Si:4]([C:17]([CH3:20])([CH3:19])[CH3:18])([C:11]4[CH:16]=[CH:15][CH:14]=[CH:13][CH:12]=4)[C:5]4[CH:10]=[CH:9][CH:8]=[CH:7][CH:6]=4)[CH2:27]3)[C:32]=2[N:33]=[CH:34][N:35]=1.